This data is from Catalyst prediction with 721,799 reactions and 888 catalyst types from USPTO. The task is: Predict which catalyst facilitates the given reaction. (1) Reactant: C([Li])CCC.Br[C:7]1[CH:12]=[C:11]([CH3:13])[C:10]([CH:14]([S:24][CH2:25][CH2:26][C:27]2([CH3:32])[O:31][CH2:30][CH2:29][O:28]2)[C:15]2[C:20]([F:21])=[CH:19][CH:18]=[C:17]([F:22])[C:16]=2[F:23])=[CH:9][N:8]=1.[C:33](=[O:35])=O.Cl.C([N:39](CC)CC)C.ClC(OCC(C)C)=O.N. Product: [CH3:13][C:11]1[C:10]([CH:14]([S:24][CH2:25][CH2:26][C:27]2([CH3:32])[O:31][CH2:30][CH2:29][O:28]2)[C:15]2[C:20]([F:21])=[CH:19][CH:18]=[C:17]([F:22])[C:16]=2[F:23])=[CH:9][N:8]=[C:7]([C:33]([NH2:39])=[O:35])[CH:12]=1. The catalyst class is: 226. (2) Reactant: CCCC[N+](CCCC)(CCCC)CCCC.[F-].[Si]([O:36][CH2:37][CH:38]1[CH2:41][C:40]([C:42]2[CH:43]=[C:44]3[C:49](=[CH:50][CH:51]=2)[N:48]=[C:47]([C:52]2[CH:57]=[CH:56][CH:55]=[C:54]([Cl:58])[CH:53]=2)[N:46]([CH2:59][C:60]([NH:62][CH:63]([CH3:65])[CH3:64])=[O:61])[C:45]3=[O:66])=[CH:39]1)(C(C)(C)C)(C1C=CC=CC=1)C1C=CC=CC=1. Product: [Cl:58][C:54]1[CH:53]=[C:52]([C:47]2[N:46]([CH2:59][C:60]([NH:62][CH:63]([CH3:65])[CH3:64])=[O:61])[C:45](=[O:66])[C:44]3[C:49](=[CH:50][CH:51]=[C:42]([C:40]4[CH2:41][CH:38]([CH2:37][OH:36])[CH:39]=4)[CH:43]=3)[N:48]=2)[CH:57]=[CH:56][CH:55]=1. The catalyst class is: 1. (3) Reactant: C[N:2](/[CH:4]=[C:5]1/[CH:6]([C:13]2[CH:20]=[CH:19][C:16]([C:17]#[N:18])=[CH:15][CH:14]=2)[CH2:7][C:8]([CH3:12])([CH3:11])[C:9]/1=O)C.[ClH:21].[NH2:22]N. Product: [ClH:21].[CH3:11][C:8]1([CH3:12])[C:9]2[NH:22][N:2]=[CH:4][C:5]=2[CH:6]([C:13]2[CH:20]=[CH:19][C:16]([C:17]#[N:18])=[CH:15][CH:14]=2)[CH2:7]1. The catalyst class is: 212. (4) Reactant: [Br:1][C:2]1[CH:7]=[C:6]([N+:8]([O-:10])=[O:9])[CH:5]=[C:4]([Br:11])[C:3]=1[CH3:12].[Br:13]N1C(=O)CCC1=O.C(OOC(=O)C1C=CC=CC=1)(=O)C1C=CC=CC=1.N(C(C)(C)C#N)=NC(C)(C)C#N. Product: [Br:13][CH2:12][C:3]1[C:2]([Br:1])=[CH:7][C:6]([N+:8]([O-:10])=[O:9])=[CH:5][C:4]=1[Br:11]. The catalyst class is: 53. (5) Reactant: C([O:8][C:9](=[O:37])[CH2:10][C:11]1([C:16]([NH:18][CH2:19][CH:20]([CH2:28][C:29]2[CH:34]=[CH:33][C:32]([Cl:35])=[C:31]([Cl:36])[CH:30]=2)[C:21]([O:23][C:24]([CH3:27])([CH3:26])[CH3:25])=[O:22])=[O:17])[CH2:15][CH2:14][CH2:13][CH2:12]1)C1C=CC=CC=1. Product: [C:24]([O:23][C:21](=[O:22])[CH:20]([CH2:28][C:29]1[CH:34]=[CH:33][C:32]([Cl:35])=[C:31]([Cl:36])[CH:30]=1)[CH2:19][NH:18][C:16]([C:11]1([CH2:10][C:9]([OH:37])=[O:8])[CH2:12][CH2:13][CH2:14][CH2:15]1)=[O:17])([CH3:27])([CH3:25])[CH3:26]. The catalyst class is: 50. (6) Reactant: [F:1][C:2]1[CH:28]=[C:27]([F:29])[CH:26]=[CH:25][C:3]=1[CH2:4][O:5][C:6]1[CH:11]=[C:10]([CH3:12])[N:9]([C:13]2[C:18]([CH3:19])=[CH:17][N:16]=[C:15]([C:20]([O:22][CH3:23])=[O:21])[CH:14]=2)[C:8](=[O:24])[CH:7]=1.[Cl:30]N1C(=O)CCC1=O.ClC(Cl)C(O)=O. Product: [Cl:30][C:7]1[C:8](=[O:24])[N:9]([C:13]2[C:18]([CH3:19])=[CH:17][N:16]=[C:15]([C:20]([O:22][CH3:23])=[O:21])[CH:14]=2)[C:10]([CH3:12])=[CH:11][C:6]=1[O:5][CH2:4][C:3]1[CH:25]=[CH:26][C:27]([F:29])=[CH:28][C:2]=1[F:1]. The catalyst class is: 41. (7) Reactant: Cl[CH2:2][C:3]#[C:4][C:5]1[CH:10]=[CH:9][C:8]([N+:11]([O-:13])=[O:12])=[C:7]([O:14][CH3:15])[CH:6]=1.[NH:16]1[CH2:21][CH2:20][CH2:19][CH2:18][CH2:17]1. Product: [CH3:15][O:14][C:7]1[CH:6]=[C:5]([C:4]#[C:3][CH2:2][N:16]2[CH2:21][CH2:20][CH2:19][CH2:18][CH2:17]2)[CH:10]=[CH:9][C:8]=1[N+:11]([O-:13])=[O:12]. The catalyst class is: 12. (8) Reactant: Br[CH2:2][C:3]1[C:4]([Cl:9])=[N:5][CH:6]=[CH:7][CH:8]=1.[C-:10]#[N:11].[Na+]. Product: [Cl:9][C:4]1[C:3]([CH2:2][C:10]#[N:11])=[CH:8][CH:7]=[CH:6][N:5]=1. The catalyst class is: 191. (9) Reactant: [Br:1][C:2]1[C:3]([CH3:26])=[C:4]([C:9]([O:12][CH2:13][CH2:14][NH:15][CH2:16][C:17]2[C:18](=[O:25])[NH:19][C:20]([CH3:24])=[CH:21][C:22]=2[CH3:23])=[CH:10][CH:11]=1)[C:5](OC)=[O:6].C[Al](C)C. Product: [Br:1][C:2]1[CH:11]=[CH:10][C:9]2[O:12][CH2:13][CH2:14][N:15]([CH2:16][C:17]3[C:18](=[O:25])[NH:19][C:20]([CH3:24])=[CH:21][C:22]=3[CH3:23])[C:5](=[O:6])[C:4]=2[C:3]=1[CH3:26]. The catalyst class is: 12. (10) Reactant: [F:1][C:2]1[CH:7]=[CH:6][C:5]([CH:8]2[CH:13]([CH2:14]O)[CH:12]([CH2:16]O)[CH2:11][CH2:10][N:9]2[C:18]([O:20][C:21]([CH3:24])([CH3:23])[CH3:22])=[O:19])=[CH:4][CH:3]=1.C(N(CC)CC)C.CS(Cl)(=O)=O.[CH2:37]([NH2:44])[C:38]1[CH:43]=[CH:42][CH:41]=[CH:40][CH:39]=1.CCOC(C)=O.[OH-].[Na+].[Na+].[Cl-]. Product: [CH2:37]([N:44]1[CH2:16][CH:12]2[CH:13]([CH:8]([C:5]3[CH:6]=[CH:7][C:2]([F:1])=[CH:3][CH:4]=3)[N:9]([C:18]([O:20][C:21]([CH3:24])([CH3:23])[CH3:22])=[O:19])[CH2:10][CH2:11]2)[CH2:14]1)[C:38]1[CH:43]=[CH:42][CH:41]=[CH:40][CH:39]=1. The catalyst class is: 79.